This data is from Forward reaction prediction with 1.9M reactions from USPTO patents (1976-2016). The task is: Predict the product of the given reaction. (1) Given the reactants [NH2:1][C:2]1[CH:3]=[N:4][C:5]2[C:10]([CH:11]=1)=[CH:9][CH:8]=[CH:7][CH:6]=2.C[Si]([N-][Si](C)(C)C)(C)C.[Na+].Cl[C:23]1[N:28]=[C:27]([N:29]2[CH2:34][CH2:33][O:32][CH2:31][CH2:30]2)[N:26]=[C:25]([N:35]2[C:39]3[CH:40]=[CH:41][CH:42]=[CH:43][C:38]=3[N:37]=[C:36]2[CH:44]([F:46])[F:45])[N:24]=1.C(O)(=O)C, predict the reaction product. The product is: [F:46][CH:44]([F:45])[C:36]1[N:35]([C:25]2[N:26]=[C:27]([N:29]3[CH2:30][CH2:31][O:32][CH2:33][CH2:34]3)[N:28]=[C:23]([NH:1][C:2]3[CH:3]=[N:4][C:5]4[C:10]([CH:11]=3)=[CH:9][CH:8]=[CH:7][CH:6]=4)[N:24]=2)[C:39]2[CH:40]=[CH:41][CH:42]=[CH:43][C:38]=2[N:37]=1. (2) Given the reactants [Cl:1][C:2]1[CH:28]=[CH:27][C:5]([CH2:6][NH:7][C:8]2[N:12]([CH3:13])[C:11]3[CH:14]=[CH:15][C:16]([N:18]([C:20]4[CH:25]=[CH:24][N:23]=[C:22](Cl)[N:21]=4)[CH3:19])=[CH:17][C:10]=3[N:9]=2)=[CH:4][CH:3]=1.[CH3:29][S:30]([CH2:33][C:34]1[CH:40]=[CH:39][C:37]([NH2:38])=[CH:36][CH:35]=1)(=[O:32])=[O:31], predict the reaction product. The product is: [ClH:1].[Cl:1][C:2]1[CH:3]=[CH:4][C:5]([CH2:6][NH:7][C:8]2[N:12]([CH3:13])[C:11]3[CH:14]=[CH:15][C:16]([N:18]([C:20]4[CH:25]=[CH:24][N:23]=[C:22]([NH:38][C:37]5[CH:39]=[CH:40][C:34]([CH2:33][S:30]([CH3:29])(=[O:32])=[O:31])=[CH:35][CH:36]=5)[N:21]=4)[CH3:19])=[CH:17][C:10]=3[N:9]=2)=[CH:27][CH:28]=1. (3) Given the reactants Cl[C:2]1[N:10]=[C:9](Cl)[CH:8]=[CH:7][C:3]=1[C:4]([NH2:6])=[O:5].[CH:12]1([NH2:18])[CH2:17][CH2:16][CH2:15][CH2:14][CH2:13]1.[NH:19]1[CH2:24][CH2:23]C[C@@H:21]([NH:25][C:26](=[O:32])OC(C)(C)C)[CH2:20]1.[C:33](O)(=O)[CH:34]=C, predict the reaction product. The product is: [C:26]([NH:25][C@H:21]1[CH2:23][CH2:24][N:19]([C:9]2[CH:8]=[CH:7][C:3]([C:4]([NH2:6])=[O:5])=[C:2]([NH:18][CH:12]3[CH2:17][CH2:16][CH2:15][CH2:14][CH2:13]3)[N:10]=2)[CH2:20]1)(=[O:32])[CH:33]=[CH2:34]. (4) Given the reactants [NH2:1][C:2]1[N:9]=[C:8]([C:10]2[CH:15]=[CH:14][CH:13]=[CH:12][C:11]=2[OH:16])[CH:7]=[C:6]([C:17]2[CH:22]=[CH:21][CH:20]=[C:19]([C:23]([OH:25])=[O:24])[CH:18]=2)[C:3]=1[C:4]#[N:5].[OH-].[Na+:27], predict the reaction product. The product is: [NH2:1][C:2]1[C:3]([C:4]#[N:5])=[C:6]([C:17]2[CH:18]=[C:19]([CH:20]=[CH:21][CH:22]=2)[C:23]([O-:25])=[O:24])[CH:7]=[C:8]([C:10]2[CH:15]=[CH:14][CH:13]=[CH:12][C:11]=2[OH:16])[N:9]=1.[Na+:27]. (5) Given the reactants [CH2:1]([O:3][C:4]([C:6]1[NH:7][CH:8]=[C:9]([N+:11]([O-:13])=[O:12])[CH:10]=1)=[O:5])[CH3:2].[CH3:14][CH2:15][O-].[Na+].[CH3:18]I.O, predict the reaction product. The product is: [CH2:1]([O:3][C:4]([C:6]1[N:7]([CH2:18][CH2:15][CH3:14])[CH:8]=[C:9]([N+:11]([O-:13])=[O:12])[CH:10]=1)=[O:5])[CH3:2]. (6) Given the reactants [F:1][C:2]([F:22])([F:21])[S:3]([NH:6][C:7]1[CH:12]=[C:11]([N+:13]([O-])=O)[CH:10]=[C:9]([C:16]2[O:17][CH:18]=[CH:19][CH:20]=2)[CH:8]=1)(=[O:5])=[O:4].[CH3:23][O:24][C:25]1[N:30]=[C:29]([O:31][CH3:32])[C:28]([C:33]2[CH:42]=[C:41]3[C:36]([C:37](Cl)=[C:38]([C:43]([NH2:45])=[O:44])[CH:39]=[N:40]3)=[CH:35][CH:34]=2)=[CH:27][N:26]=1, predict the reaction product. The product is: [CH3:23][O:24][C:25]1[N:30]=[C:29]([O:31][CH3:32])[C:28]([C:33]2[CH:42]=[C:41]3[C:36]([C:37]([NH:13][C:11]4[CH:12]=[C:7]([NH:6][S:3]([C:2]([F:22])([F:21])[F:1])(=[O:5])=[O:4])[CH:8]=[C:9]([C:16]5[O:17][CH:18]=[CH:19][CH:20]=5)[CH:10]=4)=[C:38]([C:43]([NH2:45])=[O:44])[CH:39]=[N:40]3)=[CH:35][CH:34]=2)=[CH:27][N:26]=1. (7) Given the reactants C[Si]([N-:5][Si](C)(C)C)(C)C.[Li+].[Br-].C1(C([PH3+])([C:25]2[CH:30]=CC=CC=2)C2C=CC=CC=2)C=CC=CC=1.[CH3:32][O:33][C:34]1[CH:35]=[C:36]([C:42]([C:44]2[CH:49]=[CH:48][C:47]([O:50][CH3:51])=[C:46]([N+:52]([O-:54])=[O:53])[CH:45]=2)=O)[CH:37]=[C:38]([O:40][CH3:41])[CH:39]=1, predict the reaction product. The product is: [CH3:32][O:33][C:34]1[CH:35]=[C:36]([C:42]([C:44]2[CH:49]=[CH:48][C:47]([O:50][CH3:51])=[C:46]([N+:52]([O-:54])=[O:53])[CH:45]=2)=[CH:25][C:30]#[N:5])[CH:37]=[C:38]([O:40][CH3:41])[CH:39]=1. (8) Given the reactants C(OC(=O)[NH:7][C:8]1([C:12]2[CH:17]=[CH:16][C:15]([C:18]3[C:38]([C:39]4[CH:44]=[CH:43][CH:42]=[CH:41][CH:40]=4)=[CH:37][N:21]4[N:22]=[C:23]5[C:28]([CH:27]=[CH:26][C:25]([C:29]6[CH:34]=[CH:33][CH:32]=[C:31]([C:35]#[N:36])[CH:30]=6)=[CH:24]5)=[C:20]4[N:19]=3)=[CH:14][CH:13]=2)[CH2:11][CH2:10][CH2:9]1)(C)(C)C.C(C1C=C(C2C(C3C=CC=CC=3)=CN3N=C4C(C=CC(C5C=C(C=CC=5)C#N)=C4)=C3N=2)C=CC=1)#N, predict the reaction product. The product is: [NH2:7][C:8]1([C:12]2[CH:13]=[CH:14][C:15]([C:18]3[C:38]([C:39]4[CH:44]=[CH:43][CH:42]=[CH:41][CH:40]=4)=[CH:37][N:21]4[N:22]=[C:23]5[C:28]([CH:27]=[CH:26][C:25]([C:29]6[CH:30]=[C:31]([CH:32]=[CH:33][CH:34]=6)[C:35]#[N:36])=[CH:24]5)=[C:20]4[N:19]=3)=[CH:16][CH:17]=2)[CH2:9][CH2:10][CH2:11]1. (9) Given the reactants CC1(C)C(C)(C)OB([C:9]2[CH:18]=[C:17]3[C:12]([CH:13]=[C:14]([NH:19][C:20]([CH:22]4[CH2:24][CH2:23]4)=[O:21])[N:15]=[CH:16]3)=[CH:11][CH:10]=2)O1.Br[C:27]1[C:34]([CH3:35])=[CH:33][CH:32]=[C:31]([F:36])[C:28]=1[CH:29]=[O:30].C(=O)([O-])[O-].[Na+].[Na+], predict the reaction product. The product is: [F:36][C:31]1[C:28]([CH:29]=[O:30])=[C:27]([C:9]2[CH:18]=[C:17]3[C:12]([CH:13]=[C:14]([NH:19][C:20]([CH:22]4[CH2:23][CH2:24]4)=[O:21])[N:15]=[CH:16]3)=[CH:11][CH:10]=2)[C:34]([CH3:35])=[CH:33][CH:32]=1.